This data is from Forward reaction prediction with 1.9M reactions from USPTO patents (1976-2016). The task is: Predict the product of the given reaction. (1) Given the reactants P(Cl)(Cl)(Cl)=O.[Br:6][C:7]1[CH:16]=[C:15]2[C:10]([C:11]([NH:20][C:21]3[CH:26]=[CH:25][C:24]([CH3:27])=[CH:23][C:22]=3[F:28])=[C:12]([C:17]([NH2:19])=O)[N:13]=[N:14]2)=[CH:9][CH:8]=1.C(N(CC)CC)C, predict the reaction product. The product is: [Br:6][C:7]1[CH:16]=[C:15]2[C:10]([C:11]([NH:20][C:21]3[CH:26]=[CH:25][C:24]([CH3:27])=[CH:23][C:22]=3[F:28])=[C:12]([C:17]#[N:19])[N:13]=[N:14]2)=[CH:9][CH:8]=1. (2) Given the reactants N1CCCCC1.[S:7]1[CH2:11][C:10](=[O:12])[NH:9][C:8]1=[O:13].[F:14][C:15]([F:41])([F:40])[O:16][C:17]1[CH:24]=[CH:23][C:20]([CH:21]=O)=[CH:19][C:18]=1[C:25]1[C:34]([CH3:35])=[CH:33][C:32]2[C:31]([CH3:37])([CH3:36])[CH2:30][CH2:29][C:28]([CH3:39])([CH3:38])[C:27]=2[CH:26]=1, predict the reaction product. The product is: [CH3:35][C:34]1[C:25]([C:18]2[CH:19]=[C:20]([CH:23]=[CH:24][C:17]=2[O:16][C:15]([F:14])([F:41])[F:40])[CH:21]=[C:11]2[S:7][C:8](=[O:13])[NH:9][C:10]2=[O:12])=[CH:26][C:27]2[C:28]([CH3:39])([CH3:38])[CH2:29][CH2:30][C:31]([CH3:36])([CH3:37])[C:32]=2[CH:33]=1.